From a dataset of Reaction yield outcomes from USPTO patents with 853,638 reactions. Predict the reaction yield, written as a fraction of the theoretical maximum amount of product (1.0 means a 100% yield; for example, 0.34 means a 34% yield). (1) The reactants are [C:1]([C:4]1([C:7]([OH:9])=O)[CH2:6][CH2:5]1)(=[O:3])[NH2:2].[NH2:10][C:11]([CH:38]1[CH2:40][CH2:39]1)([CH:35]1[CH2:37][CH2:36]1)[C:12]1[S:13][C:14]([C:17]2[CH:18]=[C:19]([NH:24][C:25]3[N:30]=[C:29]([C:31]([F:34])([F:33])[F:32])[CH:28]=[CH:27][N:26]=3)[CH:20]=[C:21]([CH3:23])[CH:22]=2)=[CH:15][N:16]=1.F[P-](F)(F)(F)(F)F.N1(O[P+](N(C)C)(N(C)C)N(C)C)C2C=CC=CC=2N=N1.CCN(C(C)C)C(C)C. The catalyst is C(OCC)(=O)C.CN(C=O)C. The product is [CH:38]1([C:11]([CH:35]2[CH2:36][CH2:37]2)([C:12]2[S:13][C:14]([C:17]3[CH:18]=[C:19]([NH:24][C:25]4[N:30]=[C:29]([C:31]([F:32])([F:33])[F:34])[CH:28]=[CH:27][N:26]=4)[CH:20]=[C:21]([CH3:23])[CH:22]=3)=[CH:15][N:16]=2)[NH:10][C:7]([C:4]2([C:1]([NH2:2])=[O:3])[CH2:6][CH2:5]2)=[O:9])[CH2:39][CH2:40]1. The yield is 0.970. (2) The reactants are CO[C:3]([C:5]1[CH:6]=[C:7]2[CH:13]=[CH:12][NH:11][C:8]2=[N:9][CH:10]=1)=[O:4].Cl[CH2:15][CH:16]([CH3:18])[CH3:17]. No catalyst specified. The product is [CH2:15]([N:11]1[C:8]2=[N:9][CH:10]=[C:5]([CH2:3][OH:4])[CH:6]=[C:7]2[CH:13]=[CH:12]1)[CH:16]([CH3:18])[CH3:17]. The yield is 0.330. (3) The reactants are [Si:1]([O:8][CH2:9][CH2:10][NH:11][C:12]1[CH:22]=[CH:21][C:15]([C:16]([O:18][CH2:19][CH3:20])=[O:17])=[CH:14][CH:13]=1)([C:4]([CH3:7])([CH3:6])[CH3:5])([CH3:3])[CH3:2].C=O.[C:25](O[BH-](OC(=O)C)OC(=O)C)(=O)C.[Na+].C(=O)([O-])O.[Na+]. The catalyst is ClCCl. The product is [Si:1]([O:8][CH2:9][CH2:10][N:11]([CH3:25])[C:12]1[CH:13]=[CH:14][C:15]([C:16]([O:18][CH2:19][CH3:20])=[O:17])=[CH:21][CH:22]=1)([C:4]([CH3:6])([CH3:7])[CH3:5])([CH3:3])[CH3:2]. The yield is 0.890. (4) The reactants are [Cl:1][C:2]1[CH:3]=[C:4]([CH:7]=[C:8]([O:10]C)[CH:9]=1)[CH:5]=[O:6].B(Br)(Br)Br.O. The catalyst is C(Cl)Cl. The product is [Cl:1][C:2]1[CH:3]=[C:4]([CH:7]=[C:8]([OH:10])[CH:9]=1)[CH:5]=[O:6]. The yield is 0.250. (5) The reactants are [Cl:1][C:2]1[CH:3]=[C:4]([CH2:9][CH2:10][CH2:11][C:12]2[CH:13]=[CH:14][C:15]([N+:19]([O-])=O)=[C:16]([OH:18])[CH:17]=2)[CH:5]=[CH:6][C:7]=1[Cl:8]. The catalyst is [Ni].C1COCC1. The product is [NH2:19][C:15]1[CH:14]=[CH:13][C:12]([CH2:11][CH2:10][CH2:9][C:4]2[CH:5]=[CH:6][C:7]([Cl:8])=[C:2]([Cl:1])[CH:3]=2)=[CH:17][C:16]=1[OH:18]. The yield is 0.180. (6) The reactants are C[O-].[Na+].CN(C)/[CH:6]=[C:7](/[C:15]1[CH:20]=[CH:19][N:18]=[C:17]([S:21][CH3:22])[N:16]=1)\[C:8]([C:10]1[O:11][CH:12]=[CH:13][CH:14]=1)=O.[C:24]([CH2:26][C:27]([NH2:29])=[O:28])#[N:25]. The catalyst is CN(C)C=O. The product is [O:11]1[CH:12]=[CH:13][CH:14]=[C:10]1[C:8]1[NH:29][C:27](=[O:28])[C:26]([C:24]#[N:25])=[CH:6][C:7]=1[C:15]1[CH:20]=[CH:19][N:18]=[C:17]([S:21][CH3:22])[N:16]=1. The yield is 0.790. (7) The reactants are F.F.F.C(N(CC)CC)C.[Si]([O:28][CH2:29][C@H:30]1[O:34][C@@H:33]([N:35]2[CH:42]=[C:41]([CH3:43])[C:39](=[O:40])[NH:38][C:36]2=[O:37])[C@H:32]([O:44][CH2:45][CH2:46][O:47][N:48]([CH3:50])[CH3:49])[C@@H:31]1[OH:51])(C(C)(C)C)(C1C=CC=CC=1)C1C=CC=CC=1.CO. The catalyst is C1COCC1.C(Cl)Cl. The product is [CH3:49][N:48]([CH3:50])[O:47][CH2:46][CH2:45][O:44][C@@H:32]1[C@H:31]([OH:51])[C@@H:30]([CH2:29][OH:28])[O:34][C@H:33]1[N:35]1[CH:42]=[C:41]([CH3:43])[C:39](=[O:40])[NH:38][C:36]1=[O:37]. The yield is 0.925. (8) The reactants are [OH:1][C:2]1[CH:26]=[CH:25][C:5]([CH2:6][N:7]2[CH2:11][CH2:10][N:9]([C@@H:12]([C:20]([CH3:23])([CH3:22])[CH3:21])[C:13]([O:15]C(C)(C)C)=[O:14])[C:8]2=[O:24])=[CH:4][CH:3]=1.FC(F)(F)C(O)=O. The catalyst is ClCCl. The product is [OH:1][C:2]1[CH:3]=[CH:4][C:5]([CH2:6][N:7]2[CH2:11][CH2:10][N:9]([C@@H:12]([C:20]([CH3:21])([CH3:22])[CH3:23])[C:13]([OH:15])=[O:14])[C:8]2=[O:24])=[CH:25][CH:26]=1. The yield is 1.00. (9) The reactants are [Br:1][C:2]1[CH:3]=[C:4]2[C:8](=[CH:9][CH:10]=1)[NH:7][C:6](=[O:11])[C:5]2=O.[O:13]1[C:17]2[CH:18]=[CH:19][C:20]([CH2:22][CH2:23][C:24]([NH:26][C:27]3[CH:32]=[CH:31][C:30]([C:33]([NH:35][NH2:36])=[O:34])=[CH:29][CH:28]=3)=[O:25])=[CH:21][C:16]=2[O:15][CH2:14]1. The catalyst is C(O)(=O)C. The product is [O:13]1[C:17]2[CH:18]=[CH:19][C:20]([CH2:22][CH2:23][C:24]([NH:26][C:27]3[CH:32]=[CH:31][C:30]([C:33]([NH:35][N:36]=[C:5]4[C:4]5[C:8](=[CH:9][CH:10]=[C:2]([Br:1])[CH:3]=5)[NH:7][C:6]4=[O:11])=[O:34])=[CH:29][CH:28]=3)=[O:25])=[CH:21][C:16]=2[O:15][CH2:14]1. The yield is 0.890.